Regression. Given two drug SMILES strings and cell line genomic features, predict the synergy score measuring deviation from expected non-interaction effect. From a dataset of NCI-60 drug combinations with 297,098 pairs across 59 cell lines. (1) Drug 1: CN1CCC(CC1)COC2=C(C=C3C(=C2)N=CN=C3NC4=C(C=C(C=C4)Br)F)OC. Drug 2: C(=O)(N)NO. Cell line: SK-MEL-28. Synergy scores: CSS=0.0985, Synergy_ZIP=0.687, Synergy_Bliss=2.48, Synergy_Loewe=-3.28, Synergy_HSA=-1.34. (2) Synergy scores: CSS=8.12, Synergy_ZIP=-8.94, Synergy_Bliss=-7.82, Synergy_Loewe=-8.29, Synergy_HSA=-6.60. Drug 1: C1=NC2=C(N1)C(=S)N=C(N2)N. Drug 2: C1C(C(OC1N2C=NC3=C2NC=NCC3O)CO)O. Cell line: MDA-MB-231. (3) Drug 1: COCCOC1=C(C=C2C(=C1)C(=NC=N2)NC3=CC=CC(=C3)C#C)OCCOC.Cl. Drug 2: CC1C(C(CC(O1)OC2CC(CC3=C2C(=C4C(=C3O)C(=O)C5=C(C4=O)C(=CC=C5)OC)O)(C(=O)CO)O)N)O.Cl. Cell line: DU-145. Synergy scores: CSS=48.4, Synergy_ZIP=-0.833, Synergy_Bliss=-1.65, Synergy_Loewe=3.75, Synergy_HSA=5.58. (4) Drug 1: CC1=CC=C(C=C1)C2=CC(=NN2C3=CC=C(C=C3)S(=O)(=O)N)C(F)(F)F. Drug 2: C1CN1P(=S)(N2CC2)N3CC3. Cell line: A498. Synergy scores: CSS=9.26, Synergy_ZIP=-1.54, Synergy_Bliss=3.92, Synergy_Loewe=0.459, Synergy_HSA=3.40. (5) Drug 1: CCC1=C2CN3C(=CC4=C(C3=O)COC(=O)C4(CC)O)C2=NC5=C1C=C(C=C5)O. Drug 2: CCC1(C2=C(COC1=O)C(=O)N3CC4=CC5=C(C=CC(=C5CN(C)C)O)N=C4C3=C2)O.Cl. Cell line: KM12. Synergy scores: CSS=54.1, Synergy_ZIP=-1.02, Synergy_Bliss=-0.981, Synergy_Loewe=4.83, Synergy_HSA=6.92.